Task: Predict the reactants needed to synthesize the given product.. Dataset: Full USPTO retrosynthesis dataset with 1.9M reactions from patents (1976-2016) (1) Given the product [Cl:1][C:2]1[CH:7]=[CH:6][CH:5]=[C:4]([Cl:8])[C:3]=1[NH:9][C:10]1[S:11][C:12]2[N:13]=[C:14]([N:34]3[CH2:39][CH2:38][CH2:37][CH2:36][CH2:35]3)[N:15]=[C:16]([NH:19][C:20]3[CH:21]=[CH:22][C:23]([C:26]([F:27])([F:29])[F:28])=[CH:24][CH:25]=3)[C:17]=2[N:18]=1, predict the reactants needed to synthesize it. The reactants are: [Cl:1][C:2]1[CH:7]=[CH:6][CH:5]=[C:4]([Cl:8])[C:3]=1[NH:9][C:10]1[S:11][C:12]2[N:13]=[C:14](S(C)(=O)=O)[N:15]=[C:16]([NH:19][C:20]3[CH:25]=[CH:24][C:23]([C:26]([F:29])([F:28])[F:27])=[CH:22][CH:21]=3)[C:17]=2[N:18]=1.[NH:34]1[CH2:39][CH2:38][CH2:37][CH2:36][CH2:35]1. (2) Given the product [CH2:45]([S:42]([N:39]1[CH2:38][CH2:37][CH:36]([C:27]2[C:26]3[C:30](=[C:31]([C:33]([NH2:35])=[O:34])[CH:32]=[C:24]([C:9]4[CH:14]=[N:13][CH:12]=[C:11]([CH2:15][N:16]5[CH2:17][CH2:18][O:19][CH2:20][CH2:21]5)[CH:10]=4)[CH:25]=3)[NH:29][CH:28]=2)[CH2:41][CH2:40]1)(=[O:44])=[O:43])[CH3:46], predict the reactants needed to synthesize it. The reactants are: CC1(C)C(C)(C)OB([C:9]2[CH:10]=[C:11]([CH2:15][N:16]3[CH2:21][CH2:20][O:19][CH2:18][CH2:17]3)[CH:12]=[N:13][CH:14]=2)O1.Br[C:24]1[CH:25]=[C:26]2[C:30](=[C:31]([C:33]([NH2:35])=[O:34])[CH:32]=1)[NH:29][CH:28]=[C:27]2[CH:36]1[CH2:41][CH2:40][N:39]([S:42]([CH2:45][CH3:46])(=[O:44])=[O:43])[CH2:38][CH2:37]1.C(=O)([O-])[O-].[K+].[K+].